This data is from Forward reaction prediction with 1.9M reactions from USPTO patents (1976-2016). The task is: Predict the product of the given reaction. (1) Given the reactants C(OC([N:8]1[C:12]2[CH:13]=[CH:14][CH:15]=[CH:16][C:11]=2[N:10]=[C:9]1[CH2:17][N:18]([CH2:27][CH2:28][CH2:29][CH2:30][NH:31][C:32]([O:34][C:35]([CH3:38])([CH3:37])[CH3:36])=[O:33])[CH2:19][C:20]1[C:25]([CH3:26])=[CH:24][CH:23]=[CH:22][N:21]=1)=O)(C)(C)C.NN, predict the reaction product. The product is: [C:35]([O:34][C:32](=[O:33])[NH:31][CH2:30][CH2:29][CH2:28][CH2:27][N:18]([CH2:17][C:9]1[NH:10][C:11]2[CH:16]=[CH:15][CH:14]=[CH:13][C:12]=2[N:8]=1)[CH2:19][C:20]1[C:25]([CH3:26])=[CH:24][CH:23]=[CH:22][N:21]=1)([CH3:38])([CH3:36])[CH3:37]. (2) Given the reactants [O:1]=[C:2]1[NH:7][CH2:6][CH2:5][N:4]([C:8]([O:10][C:11]([CH3:14])([CH3:13])[CH3:12])=[O:9])[CH2:3]1.[H-].[Na+].CS(O[CH2:22][CH2:23][O:24][C:25]1[CH:30]=[CH:29][C:28]([N:31]2[CH2:36][CH2:35][N:34]([C:37]3[CH:38]=[CH:39][C:40]4[N:41]([C:43]([C:46]([F:49])([F:48])[F:47])=[N:44][N:45]=4)[N:42]=3)[CH2:33][CH2:32]2)=[CH:27][CH:26]=1)(=O)=O, predict the reaction product. The product is: [O:1]=[C:2]1[N:7]([CH2:22][CH2:23][O:24][C:25]2[CH:30]=[CH:29][C:28]([N:31]3[CH2:32][CH2:33][N:34]([C:37]4[CH:38]=[CH:39][C:40]5[N:41]([C:43]([C:46]([F:49])([F:47])[F:48])=[N:44][N:45]=5)[N:42]=4)[CH2:35][CH2:36]3)=[CH:27][CH:26]=2)[CH2:6][CH2:5][N:4]([C:8]([O:10][C:11]([CH3:14])([CH3:13])[CH3:12])=[O:9])[CH2:3]1. (3) The product is: [O:1]1[CH2:6][CH2:5][N:4]([C:7]2[C:8]3[N:9]([C:13]([C:28]4[CH:29]=[CH:30][C:31]([C:32]([OH:34])=[O:33])=[CH:36][CH:37]=4)=[C:14](/[CH:16]=[CH:17]/[C:18]4[CH:27]=[CH:26][C:25]5[CH2:24][CH2:23][CH2:22][CH2:21][C:20]=5[N:19]=4)[N:15]=3)[N:10]=[CH:11][CH:12]=2)[CH2:3][CH2:2]1. Given the reactants [O:1]1[CH2:6][CH2:5][N:4]([C:7]2[C:8]3[N:9]([C:13]([C:28]4[CH:37]=[CH:36][C:31]([C:32]([O:34]C)=[O:33])=[CH:30][CH:29]=4)=[C:14](/[CH:16]=[CH:17]/[C:18]4[CH:27]=[CH:26][C:25]5[CH2:24][CH2:23][CH2:22][CH2:21][C:20]=5[N:19]=4)[N:15]=3)[N:10]=[CH:11][CH:12]=2)[CH2:3][CH2:2]1.[Li+].[OH-], predict the reaction product.